Dataset: Peptide-MHC class II binding affinity with 134,281 pairs from IEDB. Task: Regression. Given a peptide amino acid sequence and an MHC pseudo amino acid sequence, predict their binding affinity value. This is MHC class II binding data. (1) The peptide sequence is IELLKTEVTNPAVLR. The MHC is DRB1_0401 with pseudo-sequence DRB1_0401. The binding affinity (normalized) is 0.849. (2) The peptide sequence is YDKFQANVSTVLTGK. The MHC is DRB1_0404 with pseudo-sequence DRB1_0404. The binding affinity (normalized) is 0.323. (3) The MHC is DRB1_0401 with pseudo-sequence DRB1_0401. The peptide sequence is IDFLIEEIERLGQDL. The binding affinity (normalized) is 0.